This data is from Experimentally validated miRNA-target interactions with 360,000+ pairs, plus equal number of negative samples. The task is: Binary Classification. Given a miRNA mature sequence and a target amino acid sequence, predict their likelihood of interaction. (1) The miRNA is mmu-miR-3110-3p with sequence GCACUCCAUCGGAGGCAGACAC. The protein sequence of the target gene is MSGADRSPNAGAAPDSAPGQAAVASAYQRFEPRAYLRNNYAPPRGDLCNPNGVGPWKLRCLAQTFATGEVSGRTLIDIGSGPTVYQLLSACSHFEDITMTDFLEVNRQELGRWLQEEPGAFNWSMYSQHACLIEGKGECWQDKERQLRARVKRVLPIDVHQPQPLGAGSPAPLPADALVSAFCLEAVSPDLASFQRALDHITTLLRPGGHLLLIGALEESWYLAGEARLTVVPVSEEEVREALVRSGYKVRDLRTYIMPAHLQTGVDDVKGVFFAWAQKVGL. Result: 0 (no interaction). (2) The miRNA is rno-miR-434-3p with sequence UUUGAACCAUCACUCGACUCCU. The protein sequence of the target gene is MAGGPPKALPSTGPQSLRDMPHPLAGSSSEEAVGGDSTPSPDLLMARSFGDKDLILPNGGTPAGTASPASSSSLLNRLQLDDDIDGEARDLFVTVDDPKKHVCTMETYITYRITTKSTRVEFDLPEYSVRRRYQDFDWLRNKLEESQPTHLIPPLPEKFVVKGVVDRFSEEFVETRRKALDKFLKRITDHPVLSFNEHFNVFLTAKDLNAYKKQGIALLSRVGESVKHVTGGYKLRSRPLEFAAISDYLDTFALKLGTIDRIAQRIIKEEIEYLVELREYGPVYSTWSALEGELAEPLEG.... Result: 0 (no interaction). (3) The miRNA is hsa-miR-210-5p with sequence AGCCCCUGCCCACCGCACACUG. The protein sequence of the target gene is MSSHGNSLFLRESGQRLGRVGWLQRLQESLQQRALRTRLRLQTMTLEHVLRFLRRNAFILLTVSAVVIGVSLAFALRPYQLTYRQIKYFSFPGELLMRMLQMLVLPLIVSSLVTGMASLDNKATGRMGMRAAVYYMVTTIIAVFIGILMVTIIHPGKGSKEGLHREGRIETIPTADAFMDLIRNMFPPNLVEACFKQFKTQYSTRVVTRTMVRTENGSEPGASMPPPFSVENGTSFLENVTRALGTLQEMLSFEETVPVPGSANGINALGLVVFSVAFGLVIGGMKHKGRVLRDFFDSLN.... Result: 0 (no interaction). (4) The miRNA is hsa-miR-155-3p with sequence CUCCUACAUAUUAGCAUUAACA. The protein sequence of the target gene is MNWNEKPKSATLPPLYPKSQPPFLHQSLINQITTTSQSSFSYPGSNQEACMYPGNSNPISQPLLNIQNYPQQISVSDMHNGTVVASHTSVERITYANVNGPKQLTHNLQMSSGVTQNVWLNSPMRNPVHSHIGATVSHQTDFGANVPNMPALQSQLITSDTYSMQMQMIPSNSTRLPVAYQGNQGLNQSFSEQQVDWTQQCISKGLTYPDYRPPPKLYRYSPQSFLPDSTIQKQNFIPHTSLQVKNSQLLNSVLTLPSRQTSAVPSQQYATQTDKRPPPPPYNCRYGSQPLQSTQHITKH.... Result: 1 (interaction). (5) The protein sequence of the target gene is MASSTSTRTPAGKRVVNQEELRRLMREKQRLSTNRKRIESPFAKYNRLGQLSCALCNTPVKSELLWQTHVLGKQHRERVAELKGAKGATQGPSTGTVPQATKRRATDVESQDAKKAKASAGPQVQPSTSASSANLDAARAAPSKPGLGLLPDYDDEEEEEEEGGGEERRDSSKHLPDAQGKEHSLASPRETTSNVLPNDPFNTNPPKAPLVPHSGSIEKAEIHEKVVERRENTAEALPEGFFDDPEVDAKVRKVDAPKDQMDKEWDEFQKAMRQVNTISEAIVAEEDEEGRLDRQIGEID.... The miRNA is hsa-miR-8056 with sequence CGUGGAUUGUCUGGAUGCAU. Result: 0 (no interaction). (6) The miRNA is mmu-miR-466d-5p with sequence UGUGUGUGCGUACAUGUACAUG. The protein sequence of the target gene is MKFPASVIASVFLFVAETAAALYLSSTYRSAGDRMWQVLTLLFSLMPCALVQFTLLFVHRDLSRDRPLALLMHLLQLGPLYRCCEVFCIYCQSDQNEEPYVSITKKRQMPKDGLSEEVEKEVGQAEGKLITHRSAFSRASVIQAFLGSAPQLTLQLYITVLEQNITTGRCFIMTLSLLSIVYGALRCNILAIKIKYDEYEVKVKPLAYVCIFLWRSFEIATRVIVLVLFTSVLKIWVVAVILVNFFSFFLYPWIVFWCSGSPFPENIEKALSRVGTTIVLCFLTLLYAGINMFCWSAVQL.... Result: 1 (interaction). (7) The miRNA is mmu-miR-135b-5p with sequence UAUGGCUUUUCAUUCCUAUGUGA. The protein sequence of the target gene is MPPPAEVTDPSHAPAVLRQLNEQRLRGLFCDVTLIAGDTKFPAHRSVLAASSPFFREALLTSAPLPLPPATGGAAPNPATTTAASSSSSSSSSSSSSSSSASSSSSSSSSSPPPASPPASSPPRVLELPGVPAAAFSDVLNFIYSARLALPGGGGDGAAVAEIGALGRRLGISRLQGLGEGGDAWVPPTPAPMATSQPEEDSFGPGPRPAGEWEGDRAEAQAPDLQCSLPRRPLPCPQCGKSFIHPKRLQTHEAQCRRGASTRGSTGLGAGGAGPGGPAGVDASALPPPVGFRGGPEHVV.... Result: 0 (no interaction).